From a dataset of Catalyst prediction with 721,799 reactions and 888 catalyst types from USPTO. Predict which catalyst facilitates the given reaction. (1) Reactant: [Mg].Br[CH2:3][CH2:4][CH2:5]/[CH:6]=[CH:7]\[CH2:8][CH2:9][CH2:10][CH2:11][CH3:12].[C:13]([O:17]CC)(=O)[CH:14]=[O:15]. Product: [CH2:3]([C:14]([OH:15])([CH:13]([OH:17])[CH2:3][CH2:4][CH2:5]/[CH:6]=[CH:7]\[CH2:8][CH2:9][CH2:10][CH2:11][CH3:12])[CH2:3][CH2:4][CH2:5]/[CH:6]=[CH:7]\[CH2:8][CH2:9][CH2:10][CH2:11][CH3:12])[CH2:4][CH2:5]/[CH:6]=[CH:7]\[CH2:8][CH2:9][CH2:10][CH2:11][CH3:12]. The catalyst class is: 1. (2) Reactant: [F:1][C:2]([F:20])([F:19])[C:3]1[CH:4]=[C:5]([C:9]2[CH:10]=[C:11]3[C:16](=[N:17][CH:18]=2)[NH:15][CH2:14][CH2:13][CH2:12]3)[CH:6]=[N:7][CH:8]=1.C(N(CC)CC)C.[C:28](Cl)(=[O:30])[CH3:29]. Product: [F:20][C:2]([F:1])([F:19])[C:3]1[CH:4]=[C:5]([C:9]2[CH:10]=[C:11]3[C:16](=[N:17][CH:18]=2)[N:15]([C:28](=[O:30])[CH3:29])[CH2:14][CH2:13][CH2:12]3)[CH:6]=[N:7][CH:8]=1. The catalyst class is: 2. (3) Reactant: [NH2:1][CH2:2][CH:3]1[CH2:8][CH2:7][CH2:6][CH2:5][N:4]1[C:9]([O:11][C:12]([CH3:15])([CH3:14])[CH3:13])=[O:10].[CH3:16][O:17][C:18]1[CH:23]=[CH:22][CH:21]=[CH:20][C:19]=1[S:24](Cl)(=[O:26])=[O:25].C(N(C(C)C)CC)(C)C. Product: [CH3:16][O:17][C:18]1[CH:23]=[CH:22][CH:21]=[CH:20][C:19]=1[S:24]([NH:1][CH2:2][CH:3]1[CH2:8][CH2:7][CH2:6][CH2:5][N:4]1[C:9]([O:11][C:12]([CH3:15])([CH3:14])[CH3:13])=[O:10])(=[O:26])=[O:25]. The catalyst class is: 4.